From a dataset of NCI-60 drug combinations with 297,098 pairs across 59 cell lines. Regression. Given two drug SMILES strings and cell line genomic features, predict the synergy score measuring deviation from expected non-interaction effect. (1) Drug 1: CC1=C2C(C(=O)C3(C(CC4C(C3C(C(C2(C)C)(CC1OC(=O)C(C(C5=CC=CC=C5)NC(=O)C6=CC=CC=C6)O)O)OC(=O)C7=CC=CC=C7)(CO4)OC(=O)C)O)C)OC(=O)C. Cell line: SNB-75. Synergy scores: CSS=28.0, Synergy_ZIP=-10.1, Synergy_Bliss=-2.53, Synergy_Loewe=-12.2, Synergy_HSA=1.32. Drug 2: N.N.Cl[Pt+2]Cl. (2) Drug 1: C1=CC=C(C=C1)NC(=O)CCCCCCC(=O)NO. Drug 2: CS(=O)(=O)CCNCC1=CC=C(O1)C2=CC3=C(C=C2)N=CN=C3NC4=CC(=C(C=C4)OCC5=CC(=CC=C5)F)Cl. Cell line: SK-MEL-28. Synergy scores: CSS=10.1, Synergy_ZIP=-3.64, Synergy_Bliss=-0.950, Synergy_Loewe=-9.60, Synergy_HSA=-4.95. (3) Drug 1: C1=CC(=C2C(=C1NCCNCCO)C(=O)C3=C(C=CC(=C3C2=O)O)O)NCCNCCO. Drug 2: C1CCC(CC1)NC(=O)N(CCCl)N=O. Cell line: ACHN. Synergy scores: CSS=43.2, Synergy_ZIP=-3.45, Synergy_Bliss=-4.45, Synergy_Loewe=-23.8, Synergy_HSA=-1.35. (4) Drug 1: CC=C1C(=O)NC(C(=O)OC2CC(=O)NC(C(=O)NC(CSSCCC=C2)C(=O)N1)C(C)C)C(C)C. Drug 2: CC(C)(C#N)C1=CC(=CC(=C1)CN2C=NC=N2)C(C)(C)C#N. Cell line: OVCAR-8. Synergy scores: CSS=29.3, Synergy_ZIP=-8.28, Synergy_Bliss=-0.535, Synergy_Loewe=-21.1, Synergy_HSA=-1.50. (5) Drug 1: C(=O)(N)NO. Drug 2: C1CNP(=O)(OC1)N(CCCl)CCCl. Cell line: 786-0. Synergy scores: CSS=-8.41, Synergy_ZIP=3.91, Synergy_Bliss=1.23, Synergy_Loewe=-6.27, Synergy_HSA=-6.09. (6) Drug 1: CCCS(=O)(=O)NC1=C(C(=C(C=C1)F)C(=O)C2=CNC3=C2C=C(C=N3)C4=CC=C(C=C4)Cl)F. Drug 2: CCC(=C(C1=CC=CC=C1)C2=CC=C(C=C2)OCCN(C)C)C3=CC=CC=C3.C(C(=O)O)C(CC(=O)O)(C(=O)O)O. Cell line: LOX IMVI. Synergy scores: CSS=33.1, Synergy_ZIP=-2.73, Synergy_Bliss=-3.05, Synergy_Loewe=-0.604, Synergy_HSA=3.34.